From a dataset of Reaction yield outcomes from USPTO patents with 853,638 reactions. Predict the reaction yield, written as a fraction of the theoretical maximum amount of product (1.0 means a 100% yield; for example, 0.34 means a 34% yield). (1) The catalyst is CN(C=O)C. The reactants are CC([O-])(C)C.[K+].C1COCC1.[NH:12]1[C:20]2[C:15](=[CH:16][CH:17]=[CH:18][CH:19]=2)[C:14]([CH2:21][C:22]([NH2:24])=[O:23])=[CH:13]1.C[O:26][C:27](=O)[C:28]([C:30]1[CH:31]=[CH:32][CH:33]=[C:34]2[C:38]=1[N:37]([CH2:39][O:40][CH2:41][CH2:42][Si:43]([CH3:46])([CH3:45])[CH3:44])[CH:36]=[CH:35]2)=O. The product is [NH:12]1[C:20]2[C:15](=[CH:16][CH:17]=[CH:18][CH:19]=2)[C:14]([C:21]2[C:22](=[O:23])[NH:24][C:27](=[O:26])[C:28]=2[C:30]2[CH:31]=[CH:32][CH:33]=[C:34]3[C:38]=2[N:37]([CH2:39][O:40][CH2:41][CH2:42][Si:43]([CH3:46])([CH3:45])[CH3:44])[CH:36]=[CH:35]3)=[CH:13]1. The yield is 0.130. (2) The reactants are [F:1][C:2]1([F:30])[CH2:7][CH2:6][N:5]([C:8]([C:10]2[NH:11][C:12]3[C:17]([CH:18]=2)=[CH:16][C:15]([C:19]([N:21]2[CH2:26][CH2:25][N:24]([CH:27]([CH3:29])[CH3:28])[CH2:23][CH2:22]2)=[O:20])=[CH:14][CH:13]=3)=[O:9])[CH2:4][CH2:3]1.[H-].[Na+].Br[CH2:34][C:35]#[N:36]. The catalyst is CN(C)C=O. The product is [F:30][C:2]1([F:1])[CH2:7][CH2:6][N:5]([C:8]([C:10]2[N:11]([CH2:34][C:35]#[N:36])[C:12]3[C:17]([CH:18]=2)=[CH:16][C:15]([C:19]([N:21]2[CH2:22][CH2:23][N:24]([CH:27]([CH3:28])[CH3:29])[CH2:25][CH2:26]2)=[O:20])=[CH:14][CH:13]=3)=[O:9])[CH2:4][CH2:3]1. The yield is 0.540. (3) The reactants are [CH3:1][N:2]1[CH:6]=[C:5]([C:7]2[CH:8]=[C:9]([CH:14]=[C:15]([C:17]([F:20])([F:19])[F:18])[CH:16]=2)[C:10]([O:12]C)=[O:11])[CH:4]=[N:3]1.[OH-].[Na+]. The catalyst is CO. The product is [CH3:1][N:2]1[CH:6]=[C:5]([C:7]2[CH:8]=[C:9]([CH:14]=[C:15]([C:17]([F:18])([F:19])[F:20])[CH:16]=2)[C:10]([OH:12])=[O:11])[CH:4]=[N:3]1. The yield is 0.957. (4) The reactants are [NH2:1][C:2]1[C:7]([C:8]([NH2:10])=[O:9])=[C:6]([O:11][CH3:12])[C:5]([CH2:13][N:14]2[CH2:19][CH2:18][O:17][CH2:16][CH2:15]2)=[C:4]([O:20][CH3:21])[CH:3]=1.[CH3:22][C:23]1[CH:24]=[C:25]([CH:28]=[C:29]([CH3:32])[C:30]=1[OH:31])[CH:26]=O.S([O-])(O)=O.[Na+].C1(C)C=CC(S(O)(=O)=O)=CC=1. The catalyst is CN(C)C(=O)C.O. The product is [OH:31][C:30]1[C:29]([CH3:32])=[CH:28][C:25]([C:26]2[NH:10][C:8](=[O:9])[C:7]3[C:2](=[CH:3][C:4]([O:20][CH3:21])=[C:5]([CH2:13][N:14]4[CH2:19][CH2:18][O:17][CH2:16][CH2:15]4)[C:6]=3[O:11][CH3:12])[N:1]=2)=[CH:24][C:23]=1[CH3:22]. The yield is 0.0660.